Dataset: Merck oncology drug combination screen with 23,052 pairs across 39 cell lines. Task: Regression. Given two drug SMILES strings and cell line genomic features, predict the synergy score measuring deviation from expected non-interaction effect. (1) Drug 1: CC(C)CC(NC(=O)C(Cc1ccccc1)NC(=O)c1cnccn1)B(O)O. Drug 2: Cn1c(=O)n(-c2ccc(C(C)(C)C#N)cc2)c2c3cc(-c4cnc5ccccc5c4)ccc3ncc21. Cell line: SKOV3. Synergy scores: synergy=5.60. (2) Synergy scores: synergy=9.00. Drug 2: C=CCn1c(=O)c2cnc(Nc3ccc(N4CCN(C)CC4)cc3)nc2n1-c1cccc(C(C)(C)O)n1. Drug 1: CN(C)C(=N)N=C(N)N. Cell line: PA1. (3) Drug 1: CN(C)C(=N)N=C(N)N. Drug 2: Cn1c(=O)n(-c2ccc(C(C)(C)C#N)cc2)c2c3cc(-c4cnc5ccccc5c4)ccc3ncc21. Cell line: CAOV3. Synergy scores: synergy=36.4. (4) Drug 1: CN(C)C(=N)N=C(N)N. Drug 2: C#Cc1cccc(Nc2ncnc3cc(OCCOC)c(OCCOC)cc23)c1. Cell line: T47D. Synergy scores: synergy=22.9. (5) Drug 1: C=CCn1c(=O)c2cnc(Nc3ccc(N4CCN(C)CC4)cc3)nc2n1-c1cccc(C(C)(C)O)n1. Cell line: A2058. Drug 2: CCc1cnn2c(NCc3ccc[n+]([O-])c3)cc(N3CCCCC3CCO)nc12. Synergy scores: synergy=-12.4.